This data is from Forward reaction prediction with 1.9M reactions from USPTO patents (1976-2016). The task is: Predict the product of the given reaction. (1) Given the reactants S(Cl)(Cl)=O.[N:5]([C@H:8]([CH3:12])[C:9](O)=[O:10])=[N+:6]=[N-:7].[NH2:13][C:14]1[C:15]([Cl:21])=[N:16][C:17]([Cl:20])=[CH:18][CH:19]=1.O, predict the reaction product. The product is: [N:5]([C@H:8]([CH3:12])[C:9]([NH:13][C:14]1[C:15]([Cl:21])=[N:16][C:17]([Cl:20])=[CH:18][CH:19]=1)=[O:10])=[N+:6]=[N-:7]. (2) Given the reactants OC(C1C([NH:13][C:14]([CH:16]2[CH2:21][CH2:20][N:19]([CH:22]([CH3:24])[CH3:23])[CH2:18][CH2:17]2)=[O:15])=C(C=CC=1)C(N)=O)C.FC(F)(F)C(O)=O.[Cl:32][C:33]1[CH:34]=[CH:35][C:36]([NH:39][C:40](=[O:59])[C:41]2[CH:46]=[C:45]([CH:47]([OH:49])[CH3:48])[CH:44]=[CH:43][C:42]=2NC(C2CCNCC2)=O)=[N:37][CH:38]=1, predict the reaction product. The product is: [Cl:32][C:33]1[CH:34]=[CH:35][C:36]([NH:39][C:40](=[O:59])[C:41]2[CH:46]=[C:45]([CH:47]([OH:49])[CH3:48])[CH:44]=[CH:43][C:42]=2[NH:13][C:14]([CH:16]2[CH2:17][CH2:18][N:19]([CH:22]([CH3:24])[CH3:23])[CH2:20][CH2:21]2)=[O:15])=[N:37][CH:38]=1. (3) The product is: [C:1]([C:3]1[CH:4]=[C:5]([C:14]2[O:18][N:17]=[C:16]([C:19]3[CH:27]=[CH:26][C:25]4[NH:24][C:23]5[CH:28]([C:31]([OH:33])=[O:32])[CH2:29][CH2:30][C:22]=5[C:21]=4[CH:20]=3)[N:15]=2)[CH:6]=[C:7]([O:9][C:10]([F:13])([F:11])[F:12])[CH:8]=1)#[N:2]. Given the reactants [C:1]([C:3]1[CH:4]=[C:5]([C:14]2[O:18][N:17]=[C:16]([C:19]3[CH:27]=[CH:26][C:25]4[NH:24][C:23]5[CH:28]([C:31]([O:33]CC)=[O:32])[CH2:29][CH2:30][C:22]=5[C:21]=4[CH:20]=3)[N:15]=2)[CH:6]=[C:7]([O:9][C:10]([F:13])([F:12])[F:11])[CH:8]=1)#[N:2].[Li+].[Br-].C(N(CC)CC)C.Cl, predict the reaction product.